Dataset: Catalyst prediction with 721,799 reactions and 888 catalyst types from USPTO. Task: Predict which catalyst facilitates the given reaction. (1) Reactant: Cl[C:2]1[N:7]=[C:6]([NH:8][CH:9]2[CH2:11][CH2:10]2)[C:5]([C:12]([F:15])([F:14])[F:13])=[CH:4][N:3]=1.[NH2:16][C:17]1[CH:18]=[CH:19][C:20]([Cl:30])=[C:21]([N:23]2[C:27](=[O:28])[CH2:26][CH2:25][C:24]2=[O:29])[CH:22]=1.C1(C)C=CC(S(O)(=O)=O)=CC=1. Product: [Cl:30][C:20]1[CH:19]=[CH:18][C:17]([NH:16][C:2]2[N:7]=[C:6]([NH:8][CH:9]3[CH2:11][CH2:10]3)[C:5]([C:12]([F:15])([F:14])[F:13])=[CH:4][N:3]=2)=[CH:22][C:21]=1[N:23]1[C:27](=[O:28])[CH2:26][CH2:25][C:24]1=[O:29]. The catalyst class is: 12. (2) Reactant: [Cl:1][C:2]1[CH:7]=[C:6]([C:8]([F:11])([F:10])[F:9])[N:5]=[N:4][C:3]=1[NH2:12].[H-].[Na+].[C:15]([O:19][C:20]([N:22]1[CH2:27][CH2:26][CH:25](OS(C2C=CC(C)=CC=2)(=O)=O)[CH2:24][CH2:23]1)=[O:21])([CH3:18])([CH3:17])[CH3:16]. Product: [Cl:1][C:2]1[CH:7]=[C:6]([C:8]([F:10])([F:9])[F:11])[N:5]=[N:4][C:3]=1[NH:12][CH:25]1[CH2:26][CH2:27][N:22]([C:20]([O:19][C:15]([CH3:18])([CH3:17])[CH3:16])=[O:21])[CH2:23][CH2:24]1. The catalyst class is: 9. (3) Reactant: [CH:1]1([C:4]2[CH:8]=[C:7]([CH:9]3[CH2:11][CH2:10]3)[N:6]([C:12]3[CH:17]=[CH:16][C:15]([NH:18][C:19]([C:21]4[CH:22]=[C:23]5[C:28](=[CH:29][CH:30]=4)[N:27]=[CH:26][CH:25]=[CH:24]5)=[O:20])=[CH:14][CH:13]=3)[N:5]=2)[CH2:3][CH2:2]1.[ClH:31]. Product: [ClH:31].[CH:1]1([C:4]2[CH:8]=[C:7]([CH:9]3[CH2:11][CH2:10]3)[N:6]([C:12]3[CH:13]=[CH:14][C:15]([NH:18][C:19]([C:21]4[CH:22]=[C:23]5[C:28](=[CH:29][CH:30]=4)[N:27]=[CH:26][CH:25]=[CH:24]5)=[O:20])=[CH:16][CH:17]=3)[N:5]=2)[CH2:2][CH2:3]1. The catalyst class is: 165. (4) Reactant: [Cl:1][C:2]1[CH:7]=[CH:6][C:5]([C:8]([CH3:14])([CH3:13])[C:9]([O:11]C)=[O:10])=[CH:4][C:3]=1[F:15].[OH-].[K+]. Product: [Cl:1][C:2]1[CH:7]=[CH:6][C:5]([C:8]([CH3:13])([CH3:14])[C:9]([OH:11])=[O:10])=[CH:4][C:3]=1[F:15]. The catalyst class is: 88. (5) Reactant: [NH2:1][CH2:2][CH2:3][NH:4][C:5]1[N:13]=[C:12]([Cl:14])[N:11]=[C:10]2[C:6]=1[N:7]=[CH:8][N:9]2[CH:15]1[CH2:19][CH2:18][CH2:17][CH2:16]1.C(Cl)Cl.C(N(CC)CC)C.[F:30][C:31]1[CH:39]=[CH:38][C:34]([C:35](Cl)=[O:36])=[CH:33][CH:32]=1. Product: [Cl:14][C:12]1[N:11]=[C:10]2[C:6]([N:7]=[CH:8][N:9]2[CH:15]2[CH2:19][CH2:18][CH2:17][CH2:16]2)=[C:5]([NH:4][CH2:3][CH2:2][NH:1][C:35](=[O:36])[C:34]2[CH:38]=[CH:39][C:31]([F:30])=[CH:32][CH:33]=2)[N:13]=1. The catalyst class is: 28. (6) Reactant: C([N:4]1[C:8]2[CH:9]=[CH:10][CH:11]=[CH:12][C:7]=2[N:6]([CH2:13][C:14]2[C:15]3[C:22]([CH3:23])=[CH:21][CH:20]=[CH:19][C:16]=3[S:17][CH:18]=2)[C:5]1=[O:24])(C)=C.O1CCOCC1.O.Cl. Product: [CH3:23][C:22]1[C:15]2[C:14]([CH2:13][N:6]3[C:7]4[CH:12]=[CH:11][CH:10]=[CH:9][C:8]=4[NH:4][C:5]3=[O:24])=[CH:18][S:17][C:16]=2[CH:19]=[CH:20][CH:21]=1. The catalyst class is: 100. (7) Reactant: [CH3:1][O:2][C:3]([CH:5]1[CH:10]([NH:11]C(C2C=CC=CC=2)C)[CH:9]2[N:20]([C:21]([O:23][C:24]([CH3:27])([CH3:26])[CH3:25])=[O:22])[CH:6]1[CH2:7][CH2:8]2)=[O:4]. Product: [CH3:1][O:2][C:3]([CH:5]1[CH:10]([NH2:11])[CH:9]2[N:20]([C:21]([O:23][C:24]([CH3:27])([CH3:26])[CH3:25])=[O:22])[CH:6]1[CH2:7][CH2:8]2)=[O:4]. The catalyst class is: 105. (8) Reactant: [OH:1]OS([O-])=O.[K+].[C:7]([O:10][C:11]1[CH:16]=[CH:15][C:14]([C:17](=[O:26])[NH:18][C:19]2[S:20][C:21]([S:24][CH3:25])=[CH:22][N:23]=2)=[CH:13][CH:12]=1)(=[O:9])[CH3:8]. Product: [C:7]([O:10][C:11]1[CH:12]=[CH:13][C:14]([C:17](=[O:26])[NH:18][C:19]2[S:20][C:21]([S:24]([CH3:25])=[O:1])=[CH:22][N:23]=2)=[CH:15][CH:16]=1)(=[O:9])[CH3:8]. The catalyst class is: 22. (9) Reactant: [CH2:1]([C:3]([C:21]1[CH:28]=[CH:27][C:24]([CH:25]=O)=[C:23]([CH3:29])[CH:22]=1)([C:6]1[CH:11]=[CH:10][C:9]([O:12][CH2:13][CH:14]([OH:19])[C:15]([CH3:18])([CH3:17])[CH3:16])=[C:8]([CH3:20])[CH:7]=1)[CH2:4][CH3:5])[CH3:2].[S:30]1[CH2:34][C:33](=[O:35])[NH:32][C:31]1=[O:36].C(O)(=O)C.N1CCCCC1. Product: [CH2:1]([C:3]([C:21]1[CH:28]=[CH:27][C:24]([CH:25]=[C:34]2[S:30][C:31](=[O:36])[NH:32][C:33]2=[O:35])=[C:23]([CH3:29])[CH:22]=1)([C:6]1[CH:11]=[CH:10][C:9]([O:12][CH2:13][CH:14]([OH:19])[C:15]([CH3:17])([CH3:18])[CH3:16])=[C:8]([CH3:20])[CH:7]=1)[CH2:4][CH3:5])[CH3:2]. The catalyst class is: 11.